This data is from Full USPTO retrosynthesis dataset with 1.9M reactions from patents (1976-2016). The task is: Predict the reactants needed to synthesize the given product. Given the product [CH2:1]([N:8]1[CH:12]=[CH:11][N:10]=[C:9]1[CH2:13][C:14]1[C:19]([CH2:20][CH3:21])=[N:25][N:24]([CH3:23])[C:15]=1[CH2:16][CH3:17])[C:2]1[CH:7]=[CH:6][CH:5]=[CH:4][CH:3]=1, predict the reactants needed to synthesize it. The reactants are: [CH2:1]([N:8]1[CH:12]=[CH:11][N:10]=[C:9]1[CH2:13][CH:14]([C:19](=O)[CH2:20][CH3:21])[C:15](=O)[CH2:16][CH3:17])[C:2]1[CH:7]=[CH:6][CH:5]=[CH:4][CH:3]=1.[CH3:23][NH:24][NH2:25].